Dataset: Forward reaction prediction with 1.9M reactions from USPTO patents (1976-2016). Task: Predict the product of the given reaction. (1) Given the reactants [F:1][C:2]1([F:15])[CH2:7][CH2:6][N:5]([CH:8]2[CH2:13][CH2:12][C:11](=O)[CH2:10][CH2:9]2)[CH2:4][CH2:3]1.[NH:16]1[CH2:20][CH2:19][CH2:18][CH2:17]1.C1(C)C=CC(S(O)(=O)=O)=CC=1, predict the reaction product. The product is: [F:1][C:2]1([F:15])[CH2:7][CH2:6][N:5]([CH:8]2[CH2:13][CH2:12][C:11]([N:16]3[CH2:20][CH2:19][CH2:18][CH2:17]3)=[CH:10][CH2:9]2)[CH2:4][CH2:3]1. (2) Given the reactants [CH3:1][O:2][C:3]1[CH:4]=[N:5][CH:6]=[C:7]([O:19][CH3:20])[C:8]=1[O:9][CH2:10][C:11]1[CH:16]=[CH:15][C:14]([O:17][CH3:18])=[CH:13][CH:12]=1.C([Li])(C)(C)C.[I:26]I, predict the reaction product. The product is: [I:26][C:6]1[C:7]([O:19][CH3:20])=[C:8]([O:9][CH2:10][C:11]2[CH:16]=[CH:15][C:14]([O:17][CH3:18])=[CH:13][CH:12]=2)[C:3]([O:2][CH3:1])=[CH:4][N:5]=1. (3) Given the reactants [Mg].BrC(Br)C.[Cl:6][C:7]1[CH:12]=[CH:11][C:10](Br)=[CH:9][CH:8]=1.[C:14]([C:16]1[CH:23]=[CH:22][C:19]([CH:20]=[O:21])=[CH:18][CH:17]=1)#[N:15], predict the reaction product. The product is: [Cl:6][C:7]1[CH:12]=[CH:11][C:10]([CH:20]([OH:21])[C:19]2[CH:22]=[CH:23][C:16]([C:14]#[N:15])=[CH:17][CH:18]=2)=[CH:9][CH:8]=1.